From a dataset of Ames mutagenicity test results for genotoxicity prediction. Regression/Classification. Given a drug SMILES string, predict its toxicity properties. Task type varies by dataset: regression for continuous values (e.g., LD50, hERG inhibition percentage) or binary classification for toxic/non-toxic outcomes (e.g., AMES mutagenicity, cardiotoxicity, hepatotoxicity). Dataset: ames. (1) The molecule is Cc1cc2c(ccc3ccccc32)c2c1C(C)CC2. The result is 1 (mutagenic). (2) The compound is N/N=C1\N=NC=C2C=CC=C[C@@H]21. The result is 1 (mutagenic). (3) The drug is O=C1CC[C@@H]2c3c(ccc(O)c31)-c1ccc(O)c3c1[C@@]2(O)[C@H](O)CC3=O. The result is 1 (mutagenic). (4) The compound is CC(=O)OC1C2OC2C2=CC(=O)C3(CC2(C)C1C)OC3(C)C=O. The result is 1 (mutagenic). (5) The drug is CCCCC(CC)CO. The result is 0 (non-mutagenic). (6) The compound is O=c1c2[nH]c3ccccc3c2nnn1N=Cc1ccc(O)cc1. The result is 1 (mutagenic). (7) The result is 1 (mutagenic). The compound is CCN(CC)CCNc1ccc(CO)c2sc3ccccc3c(=O)c12.